From a dataset of Forward reaction prediction with 1.9M reactions from USPTO patents (1976-2016). Predict the product of the given reaction. (1) Given the reactants [CH2:1]([C:5]1[CH:12]=[CH:11][C:8]([CH:9]=[O:10])=[CH:7][C:6]=1[N+]([O-])=O)[CH:2]([CH3:4])[CH3:3].N([O-])=O.[Na+].[ClH:20], predict the reaction product. The product is: [Cl:20][C:6]1[CH:7]=[C:8]([CH:11]=[CH:12][C:5]=1[CH2:1][CH:2]([CH3:4])[CH3:3])[CH:9]=[O:10]. (2) Given the reactants [NH2:1][CH2:2][CH2:3][CH2:4][CH2:5][C:6]([OH:8])=[O:7].C1C(=O)N([O:16][C:17]([C:19]2[C:24]([F:25])=[C:23]([F:26])[C:22]([N:27]=[N+:28]=[N-:29])=[C:21]([F:30])[C:20]=2[F:31])=O)C(=O)C1.Cl, predict the reaction product. The product is: [N:27]([C:22]1[C:21]([F:30])=[C:20]([F:31])[C:19]([C:17]([NH:1][CH2:2][CH2:3][CH2:4][CH2:5][C:6]([OH:8])=[O:7])=[O:16])=[C:24]([F:25])[C:23]=1[F:26])=[N+:28]=[N-:29]. (3) Given the reactants [Br:1][C:2]1[CH:7]=[CH:6][C:5]([CH:8](C(OC)=O)[C:9]([O:11][CH3:12])=[O:10])=[C:4]([N+:17]([O-:19])=[O:18])[CH:3]=1.[Cl-].[Li+].O, predict the reaction product. The product is: [Br:1][C:2]1[CH:7]=[CH:6][C:5]([CH2:8][C:9]([O:11][CH3:12])=[O:10])=[C:4]([N+:17]([O-:19])=[O:18])[CH:3]=1. (4) Given the reactants C([N:8]1[C@@H:13]([CH2:14][CH2:15][CH:16]([CH3:18])[CH3:17])[CH2:12][CH2:11][CH2:10][C@@H:9]1[CH3:19])(OC(C)(C)C)=O, predict the reaction product. The product is: [CH3:19][C@H:9]1[CH2:10][CH2:11][CH2:12][C@H:13]([CH2:14][CH2:15][CH:16]([CH3:18])[CH3:17])[NH:8]1. (5) Given the reactants [NH:1]([C:40]([O:42][C:43]([CH3:46])([CH3:45])[CH3:44])=[O:41])[C@H:2]([C:12]([NH:14][C@H:15]([C:37](O)=[O:38])[CH2:16][S:17][C:18]([C:31]1[CH:36]=[CH:35][CH:34]=[CH:33][CH:32]=1)([C:25]1[CH:30]=[CH:29][CH:28]=[CH:27][CH:26]=1)[C:19]1[CH:24]=[CH:23][CH:22]=[CH:21][CH:20]=1)=[O:13])[CH2:3][CH2:4][C:5](=[O:11])[O:6][C:7]([CH3:10])([CH3:9])[CH3:8].C1(N=C=NC2CCCCC2)CCCCC1.ONC(=O)CCC(N)=O.[NH2:71][CH2:72][C:73]([O:75][C:76]([CH3:79])([CH3:78])[CH3:77])=[O:74].Cl.[OH-].[Na+], predict the reaction product. The product is: [NH:1]([C:40]([O:42][C:43]([CH3:44])([CH3:46])[CH3:45])=[O:41])[C@H:2]([C:12]([NH:14][C@H:15]([C:37]([NH:71][CH2:72][C:73]([O:75][C:76]([CH3:79])([CH3:78])[CH3:77])=[O:74])=[O:38])[CH2:16][S:17][C:18]([C:19]1[CH:24]=[CH:23][CH:22]=[CH:21][CH:20]=1)([C:25]1[CH:30]=[CH:29][CH:28]=[CH:27][CH:26]=1)[C:31]1[CH:36]=[CH:35][CH:34]=[CH:33][CH:32]=1)=[O:13])[CH2:3][CH2:4][C:5](=[O:11])[O:6][C:7]([CH3:8])([CH3:10])[CH3:9]. (6) Given the reactants [I:1][C:2]1[CH:7]=[CH:6][C:5]([OH:8])=[CH:4][CH:3]=1.[N+:9]([O-])([OH:11])=[O:10], predict the reaction product. The product is: [N+:9]([C:6]1[CH:7]=[C:2]([I:1])[CH:3]=[CH:4][C:5]=1[OH:8])([O-:11])=[O:10]. (7) Given the reactants [CH3:1][C:2]1[C:7]([O:8][CH2:9][CH:10]([NH2:12])[CH3:11])=[C:6]([CH3:13])[CH:5]=[CH:4][CH:3]=1.C(N[C@H](C(N)=O)CCCN(N1C=CN=C1)C(=N)N)(OC(C)(C)C)=O.FC(F)(F)C(O)=O.CNC, predict the reaction product. The product is: [CH3:13][C:6]1[C:7]([O:8][CH2:9][CH:10]([NH2:12])[CH3:11])=[C:2]([CH3:1])[CH:3]=[CH:4][CH:5]=1. (8) The product is: [F:1][C:2]1[CH:7]=[C:6]([F:8])[CH:5]=[CH:4][C:3]=1/[CH:9]=[CH:10]/[C:11]1[CH:16]=[CH:15][C:14]([S:17]([C:20]2[CH:25]=[CH:24][CH:23]=[C:22]([C:27]#[N:28])[CH:21]=2)(=[O:19])=[O:18])=[CH:13][N:12]=1. Given the reactants [F:1][C:2]1[CH:7]=[C:6]([F:8])[CH:5]=[CH:4][C:3]=1/[CH:9]=[CH:10]/[C:11]1[CH:16]=[CH:15][C:14]([S:17]([C:20]2[CH:25]=[CH:24][CH:23]=[C:22](Br)[CH:21]=2)(=[O:19])=[O:18])=[CH:13][N:12]=1.[CH3:27][N:28](C)C=O, predict the reaction product. (9) Given the reactants [CH3:1][C:2]1[N:3]=[CH:4][N:5]([CH2:7][CH2:8][CH2:9][NH2:10])[CH:6]=1.[CH:11]1([O:16][C:17]2[CH:22]=[C:21]([N:23]=[C:24]=[O:25])[CH:20]=[CH:19][C:18]=2[O:26][CH3:27])[CH2:15][CH2:14][CH2:13][CH2:12]1, predict the reaction product. The product is: [CH:11]1([O:16][C:17]2[CH:22]=[C:21]([NH:23][C:24]([NH:10][CH2:9][CH2:8][CH2:7][N:5]3[CH:6]=[C:2]([CH3:1])[N:3]=[CH:4]3)=[O:25])[CH:20]=[CH:19][C:18]=2[O:26][CH3:27])[CH2:12][CH2:13][CH2:14][CH2:15]1.